Dataset: Reaction yield outcomes from USPTO patents with 853,638 reactions. Task: Predict the reaction yield, written as a fraction of the theoretical maximum amount of product (1.0 means a 100% yield; for example, 0.34 means a 34% yield). (1) The reactants are [NH2:1][C:2]1[CH:18]=[CH:17][C:5]([O:6][CH2:7][CH2:8][NH:9][C:10](=[O:16])[O:11][C:12]([CH3:15])([CH3:14])[CH3:13])=[C:4]([C:19]2[N:23]([CH3:24])[N:22]=[CH:21][CH:20]=2)[CH:3]=1.[C:25](Cl)(=[O:34])[C:26]1[CH:31]=[CH:30][CH:29]=[C:28]([O:32][CH3:33])[CH:27]=1.C(N(CC)CC)C. The catalyst is ClCCl. The product is [CH3:33][O:32][C:28]1[CH:27]=[C:26]([CH:31]=[CH:30][CH:29]=1)[C:25]([NH:1][C:2]1[CH:18]=[CH:17][C:5]([O:6][CH2:7][CH2:8][NH:9][C:10](=[O:16])[O:11][C:12]([CH3:15])([CH3:13])[CH3:14])=[C:4]([C:19]2[N:23]([CH3:24])[N:22]=[CH:21][CH:20]=2)[CH:3]=1)=[O:34]. The yield is 0.739. (2) The yield is 0.490. The reactants are [F:1][C:2]1[C:10]2[CH2:9][CH2:8][CH2:7][CH2:6][C:5]=2[N:4]2[CH2:11][CH2:12][N:13]([C:16]3[N:23]=[CH:22][CH:21]=[C:20]([C:24]4[CH:29]=[C:28]([NH:30][C:31]5[CH:36]=[CH:35][N:34]=[CH:33][N:32]=5)[C:27](=[O:37])[N:26]([CH3:38])[CH:25]=4)[C:17]=3[CH:18]=[O:19])[C:14](=[O:15])[C:3]=12.[BH4-].[Na+]. The catalyst is CO. The product is [F:1][C:2]1[C:10]2[CH2:9][CH2:8][CH2:7][CH2:6][C:5]=2[N:4]2[CH2:11][CH2:12][N:13]([C:16]3[C:17]([CH2:18][OH:19])=[C:20]([C:24]4[CH:29]=[C:28]([NH:30][C:31]5[CH:36]=[CH:35][N:34]=[CH:33][N:32]=5)[C:27](=[O:37])[N:26]([CH3:38])[CH:25]=4)[CH:21]=[CH:22][N:23]=3)[C:14](=[O:15])[C:3]=12. (3) The reactants are [Cl:1][C:2]1[CH:3]=[C:4]([OH:11])[CH:5]=[C:6]([F:10])[C:7]=1[CH2:8][OH:9].[CH:12]1([CH2:15]Br)[CH2:14][CH2:13]1. No catalyst specified. The product is [Cl:1][C:2]1[CH:3]=[C:4]([O:11][CH2:15][CH:12]2[CH2:14][CH2:13]2)[CH:5]=[C:6]([F:10])[C:7]=1[CH2:8][OH:9]. The yield is 0.770.